From a dataset of Full USPTO retrosynthesis dataset with 1.9M reactions from patents (1976-2016). Predict the reactants needed to synthesize the given product. Given the product [O:3]([C:8]1[CH:9]=[CH:10][C:11]([CH2:12][CH:13]([CH:19]([C:21]2[CH:26]=[CH:25][CH:24]=[C:23]([Cl:27])[CH:22]=2)[OH:20])[C:14]([O:16][CH2:17][CH3:18])=[O:15])=[CH:28][CH:29]=1)[C:4]([CH3:5])([CH3:6])[CH3:7], predict the reactants needed to synthesize it. The reactants are: [BH4-].[Na+].[O:3]([C:8]1[CH:29]=[CH:28][C:11]([CH2:12][CH:13]([C:19]([C:21]2[CH:26]=[CH:25][CH:24]=[C:23]([Cl:27])[CH:22]=2)=[O:20])[C:14]([O:16][CH2:17][CH3:18])=[O:15])=[CH:10][CH:9]=1)[C:4]([CH3:7])([CH3:6])[CH3:5].Cl.O.